From a dataset of Peptide-MHC class II binding affinity with 134,281 pairs from IEDB. Regression. Given a peptide amino acid sequence and an MHC pseudo amino acid sequence, predict their binding affinity value. This is MHC class II binding data. (1) The binding affinity (normalized) is 0.654. The MHC is DRB1_0401 with pseudo-sequence DRB1_0401. The peptide sequence is YDKTLANVSTVLTGK. (2) The peptide sequence is FLAVALVAGPAGSYA. The MHC is DRB3_0101 with pseudo-sequence DRB3_0101. The binding affinity (normalized) is 0.191. (3) The MHC is HLA-DQA10501-DQB10301 with pseudo-sequence HLA-DQA10501-DQB10301. The binding affinity (normalized) is 0.166. The peptide sequence is AEHQAIVRDVLAAGD. (4) The binding affinity (normalized) is 0.717. The MHC is HLA-DPA10201-DPB10501 with pseudo-sequence HLA-DPA10201-DPB10501. The peptide sequence is EKKYFAATQFEPDAA.